The task is: Predict the reaction yield, written as a fraction of the theoretical maximum amount of product (1.0 means a 100% yield; for example, 0.34 means a 34% yield).. This data is from Reaction yield outcomes from USPTO patents with 853,638 reactions. (1) The reactants are [N:1]([C@@H:4]([CH3:21])[C@@H:5]([NH:13][C:14](=[O:20])[O:15][C:16]([CH3:19])([CH3:18])[CH3:17])[CH2:6][CH:7]1[CH2:12][CH2:11][CH2:10][CH2:9][CH2:8]1)=[N+]=[N-]. The catalyst is CO.[Pd]. The product is [NH2:1][C@@H:4]([CH3:21])[C@@H:5]([NH:13][C:14](=[O:20])[O:15][C:16]([CH3:18])([CH3:17])[CH3:19])[CH2:6][CH:7]1[CH2:12][CH2:11][CH2:10][CH2:9][CH2:8]1. The yield is 0.780. (2) The reactants are [CH2:1]([C:8]1[S:12][C:11]([NH:13][C:14](=[O:23])[C:15]2[CH:20]=[CH:19][CH:18]=[C:17]([O:21]C)[CH:16]=2)=[N:10][C:9]=1[C:24]1[CH:29]=[CH:28][C:27]([O:30]C)=[CH:26][CH:25]=1)[C:2]1[CH:7]=[CH:6][CH:5]=[CH:4][CH:3]=1.B(Br)(Br)Br. No catalyst specified. The product is [CH2:1]([C:8]1[S:12][C:11]([NH:13][C:14](=[O:23])[C:15]2[CH:20]=[CH:19][CH:18]=[C:17]([OH:21])[CH:16]=2)=[N:10][C:9]=1[C:24]1[CH:29]=[CH:28][C:27]([OH:30])=[CH:26][CH:25]=1)[C:2]1[CH:7]=[CH:6][CH:5]=[CH:4][CH:3]=1. The yield is 0.650. (3) The product is [CH:1]([O:4][C:5]1[CH:13]=[CH:12][C:8]([C:9]2[O:11][N:42]=[C:41]([C:43]3[CH:51]=[CH:50][CH:49]=[C:48]4[C:44]=3[CH2:45][CH2:46][CH:47]4[OH:52])[N:40]=2)=[CH:7][C:6]=1[C:14]([F:17])([F:16])[F:15])([CH3:2])[CH3:3]. The yield is 0.680. The reactants are [CH:1]([O:4][C:5]1[CH:13]=[CH:12][C:8]([C:9]([OH:11])=O)=[CH:7][C:6]=1[C:14]([F:17])([F:16])[F:15])([CH3:3])[CH3:2].C1C=CC2N(O)N=NC=2C=1.CCN=C=NCCCN(C)C.O[N:40]=[C:41]([C:43]1[C:44]2[CH2:45][CH2:46][CH:47]([OH:52])[C:48]=2[CH:49]=[CH:50][CH:51]=1)[NH2:42].[Na+].[Cl-]. The catalyst is CN(C=O)C.